Dataset: Full USPTO retrosynthesis dataset with 1.9M reactions from patents (1976-2016). Task: Predict the reactants needed to synthesize the given product. (1) Given the product [CH3:1][O:2][C:3](=[O:22])[CH2:4][N:5]([C:6]1[CH:7]=[N:8][CH:9]=[CH:10][C:11]=1[C:12]1[CH:17]=[C:16]([F:18])[C:15]([F:19])=[CH:14][C:13]=1[O:20][CH3:21])[C:30](=[O:31])[C:29]1[CH:33]=[C:34]([C:36]([F:39])([F:37])[F:38])[CH:35]=[C:27]([S:24]([CH3:23])(=[O:26])=[O:25])[CH:28]=1, predict the reactants needed to synthesize it. The reactants are: [CH3:1][O:2][C:3](=[O:22])[CH2:4][NH:5][C:6]1[CH:7]=[N:8][CH:9]=[CH:10][C:11]=1[C:12]1[CH:17]=[C:16]([F:18])[C:15]([F:19])=[CH:14][C:13]=1[O:20][CH3:21].[CH3:23][S:24]([C:27]1[CH:28]=[C:29]([CH:33]=[C:34]([C:36]([F:39])([F:38])[F:37])[CH:35]=1)[C:30](O)=[O:31])(=[O:26])=[O:25]. (2) Given the product [O:1]1[CH:5]=[CH:4][C:3]([C:6]([NH:15][NH2:16])=[O:8])=[CH:2]1, predict the reactants needed to synthesize it. The reactants are: [O:1]1[CH:5]=[CH:4][C:3]([C:6]([OH:8])=O)=[CH:2]1.S(=O)(=O)(O)O.O.[NH2:15][NH2:16]. (3) The reactants are: [CH3:1][C:2]([NH:22]C(=O)OC(C)(C)C)([CH3:21])[C:3]([NH:5][C:6]1[CH:11]=[CH:10][C:9]([O:12][C:13]2[CH:18]=[CH:17][CH:16]=[C:15]([O:19][CH3:20])[CH:14]=2)=[CH:8][CH:7]=1)=[O:4].C(O)(C(F)(F)F)=O. Given the product [CH3:21][C:2]([C:3]([NH:5][C:6]1[CH:11]=[CH:10][C:9]([O:12][C:13]2[CH:18]=[CH:17][CH:16]=[C:15]([O:19][CH3:20])[CH:14]=2)=[CH:8][CH:7]=1)=[O:4])([CH3:1])[NH2:22], predict the reactants needed to synthesize it. (4) Given the product [CH3:24][NH:23][C:21]([CH:20]([NH:19][C:15]([C:7]1[CH:6]=[CH:5][C:4]([CH:1]2[CH2:2][CH2:3]2)=[C:9]([O:10][CH2:11][CH:12]2[CH2:13][CH2:14]2)[N:8]=1)=[O:17])[C:25]1[CH:30]=[CH:29][CH:28]=[CH:27][CH:26]=1)=[O:22], predict the reactants needed to synthesize it. The reactants are: [CH:1]1([C:4]2[CH:5]=[CH:6][C:7]([C:15]([OH:17])=O)=[N:8][C:9]=2[O:10][CH2:11][CH:12]2[CH2:14][CH2:13]2)[CH2:3][CH2:2]1.Cl.[NH2:19][C@H:20]([C:25]1[CH:30]=[CH:29][CH:28]=[CH:27][CH:26]=1)[C:21]([NH:23][CH3:24])=[O:22].CO. (5) Given the product [CH2:1]([N:9]1[CH2:10][CH2:11][N:12]([CH2:1][C:2]2[CH:7]=[CH:6][CH:5]=[CH:4][CH:3]=2)[CH2:17][CH2:16][N:15]([CH2:1][C:2]2[CH:7]=[CH:6][CH:5]=[CH:4][CH:3]=2)[CH2:14][CH:13]1[C:24]#[N:25])[C:2]1[CH:7]=[CH:6][CH:5]=[CH:4][CH:3]=1, predict the reactants needed to synthesize it. The reactants are: [CH2:1](Br)[C:2]1[CH:7]=[CH:6][CH:5]=[CH:4][CH:3]=1.[NH:9]1[CH:13]2[CH2:14][NH:15][CH2:16][CH2:17][N:12]2[CH2:11][CH2:10]1.C([O-])([O-])=O.[K+].[K+].[C-:24]#[N:25].[Na+]. (6) Given the product [CH:29]([O:28][C:26]([N:21]1[CH2:22][CH2:23][CH:18]([O:17][C:15]2[CH:16]=[C:11]([NH:10][C:8]3[CH:9]=[C:2]([F:1])[C:3]([C:4]#[N:5])=[CH:6][C:7]=3[F:24])[N:12]=[CH:13][N:14]=2)[CH2:19][CH2:20]1)=[O:27])([CH3:31])[CH3:30], predict the reactants needed to synthesize it. The reactants are: [F:1][C:2]1[CH:9]=[C:8]([NH:10][C:11]2[CH:16]=[C:15]([O:17][CH:18]3[CH2:23][CH2:22][NH:21][CH2:20][CH2:19]3)[N:14]=[CH:13][N:12]=2)[C:7]([F:24])=[CH:6][C:3]=1[C:4]#[N:5].Cl[C:26]([O:28][CH:29]([CH3:31])[CH3:30])=[O:27]. (7) Given the product [CH3:11][C:12]1[N:17]=[C:16]([C:18]2[CH:19]=[C:20]3[C:24](=[CH:25][CH:26]=2)[N:23]([CH3:27])[CH:22]=[CH:21]3)[C:15]([C:28]([OH:30])=[O:29])=[CH:14][N:13]=1, predict the reactants needed to synthesize it. The reactants are: C(O)C.O.O1CCOCC1.[CH3:11][C:12]1[N:17]=[C:16]([C:18]2[CH:19]=[C:20]3[C:24](=[CH:25][CH:26]=2)[N:23]([CH3:27])[CH:22]=[CH:21]3)[C:15]([C:28]([O:30]CC)=[O:29])=[CH:14][N:13]=1.O.[OH-].[Li+]. (8) Given the product [CH2:1]([O:3][C:4]([C:6]1[C:11](=[O:12])[NH:10][N:9]=[CH:8][N:7]=1)=[O:5])[CH3:2], predict the reactants needed to synthesize it. The reactants are: [CH2:1]([O:3][C:4]([CH:6]1[C:11](=[O:12])[NH:10][N:9]=[CH:8][NH:7]1)=[O:5])[CH3:2].C(OC1C(OC(=O)C)=C(I=O)C=CC=1)(=O)C.